This data is from Reaction yield outcomes from USPTO patents with 853,638 reactions. The task is: Predict the reaction yield, written as a fraction of the theoretical maximum amount of product (1.0 means a 100% yield; for example, 0.34 means a 34% yield). (1) The reactants are ClC1C=C(C=CC=1OC)CN[C:7]1[C:16]2[CH2:15][N:14]([CH3:17])[CH2:13][CH2:12][C:11]=2[N:10]=[C:9]2[CH:18]=[CH:19][C:20]([C:22]#[N:23])=[CH:21][C:8]=12.CN1CCC(=O)CC1.O=P(Cl)(Cl)[Cl:39]. No catalyst specified. The product is [Cl:39][C:7]1[C:16]2[CH2:15][N:14]([CH3:17])[CH2:13][CH2:12][C:11]=2[N:10]=[C:9]2[CH:18]=[CH:19][C:20]([C:22]#[N:23])=[CH:21][C:8]=12. The yield is 0.550. (2) The reactants are FC(F)(F)C(O)=O.[Cl:8][C:9]1[C:10]([F:38])=[C:11]([CH:15]2[C:19]([C:22]3[CH:27]=[CH:26][C:25]([Cl:28])=[C:24]([CH3:29])[CH:23]=3)([C:20]#[N:21])[CH:18]([CH2:30][C:31]([CH3:34])([CH3:33])[CH3:32])[NH:17][CH:16]2[C:35](O)=[O:36])[CH:12]=[CH:13][CH:14]=1.CC1(C)[O:44][C@@H:43]([CH2:45][CH2:46][NH2:47])[CH2:42][O:41]1.CN(C(ON1N=NC2C=CC=NC1=2)=[N+](C)C)C.F[P-](F)(F)(F)(F)F.CCN(C(C)C)C(C)C.Cl. The catalyst is C(Cl)Cl.O1CCCC1. The product is [OH:44][C@H:43]([CH2:42][OH:41])[CH2:45][CH2:46][NH:47][C:35]([CH:16]1[CH:15]([C:11]2[CH:12]=[CH:13][CH:14]=[C:9]([Cl:8])[C:10]=2[F:38])[C:19]([C:22]2[CH:27]=[CH:26][C:25]([Cl:28])=[C:24]([CH3:29])[CH:23]=2)([C:20]#[N:21])[CH:18]([CH2:30][C:31]([CH3:34])([CH3:32])[CH3:33])[NH:17]1)=[O:36]. The yield is 0.640. (3) The reactants are Cl[C:2]1[C:7]([C:8]#[N:9])=[CH:6][C:5]([C:10]2[C:19]3[C:14](=[CH:15][C:16]([S:20]([NH:23][C:24]4[S:25][CH:26]=[N:27][N:28]=4)(=[O:22])=[O:21])=[CH:17][CH:18]=3)[CH:13]=[CH:12][N:11]=2)=[C:4]([O:29][CH3:30])[CH:3]=1.[F:31][C:32]1[CH:33]=[C:34](B(O)O)[CH:35]=[CH:36][CH:37]=1.C1(P(C2CCCCC2)C2C=CC=CC=2C2C(OC)=CC=CC=2OC)CCCCC1.P([O-])([O-])([O-])=O.[K+].[K+].[K+]. No catalyst specified. The product is [C:8]([C:7]1[CH:6]=[C:5]([C:10]2[C:19]3[C:14](=[CH:15][C:16]([S:20]([NH:23][C:24]4[S:25][CH:26]=[N:27][N:28]=4)(=[O:21])=[O:22])=[CH:17][CH:18]=3)[CH:13]=[CH:12][N:11]=2)[C:4]([O:29][CH3:30])=[CH:3][C:2]=1[C:36]1[CH:35]=[CH:34][CH:33]=[C:32]([F:31])[CH:37]=1)#[N:9]. The yield is 0.488. (4) The reactants are [F:1][C:2]1[CH:7]=[C:6]([F:8])[C:5]([F:9])=[CH:4][C:3]=1B(O)O.I[C:14]1[CH:19]=[CH:18][C:17]([OH:20])=[CH:16][CH:15]=1.C(=O)([O-])[O-].[K+].[K+].CN(C=O)C. The catalyst is CCOC(C)=O.O. The product is [F:1][C:2]1[CH:7]=[C:6]([F:8])[C:5]([F:9])=[CH:4][C:3]=1[C:14]1[CH:19]=[CH:18][C:17]([OH:20])=[CH:16][CH:15]=1. The yield is 0.750. (5) The reactants are COC1C=CC(P2(SP(C3C=CC(OC)=CC=3)(=S)S2)=[S:10])=CC=1.[CH3:23][O:24][C:25](=[O:49])[CH2:26][CH2:27][CH2:28][CH2:29][CH2:30][CH2:31][C:32](=O)[NH:33][CH2:34][C:35]([C:37]1[CH:42]=[C:41]([Cl:43])[CH:40]=[CH:39][C:38]=1[O:44][CH:45]([CH3:47])[CH3:46])=O. The catalyst is C1COCC1. The product is [CH3:23][O:24][C:25](=[O:49])[CH2:26][CH2:27][CH2:28][CH2:29][CH2:30][CH2:31][C:32]1[S:10][C:35]([C:37]2[CH:42]=[C:41]([Cl:43])[CH:40]=[CH:39][C:38]=2[O:44][CH:45]([CH3:47])[CH3:46])=[CH:34][N:33]=1. The yield is 0.460. (6) The catalyst is O1CCOCC1. The yield is 0.854. The product is [C:16]([O:15][C:13]([NH:10][C:9]1[C:5]([C:3]([OH:2])=[O:4])=[N:6][NH:7][CH:8]=1)=[O:14])([CH3:19])([CH3:18])[CH3:17]. The reactants are C[O:2][C:3]([C:5]1[C:9]([NH2:10])=[CH:8][NH:7][N:6]=1)=[O:4].[OH-].[Na+].[C:13](O[C:13]([O:15][C:16]([CH3:19])([CH3:18])[CH3:17])=[O:14])([O:15][C:16]([CH3:19])([CH3:18])[CH3:17])=[O:14].